Dataset: NCI-60 drug combinations with 297,098 pairs across 59 cell lines. Task: Regression. Given two drug SMILES strings and cell line genomic features, predict the synergy score measuring deviation from expected non-interaction effect. (1) Synergy scores: CSS=7.54, Synergy_ZIP=0.277, Synergy_Bliss=2.24, Synergy_Loewe=2.47, Synergy_HSA=1.57. Drug 2: N.N.Cl[Pt+2]Cl. Drug 1: C1CC(=O)NC(=O)C1N2CC3=C(C2=O)C=CC=C3N. Cell line: OVCAR-8. (2) Drug 1: C1C(C(OC1N2C=NC3=C(N=C(N=C32)Cl)N)CO)O. Drug 2: COCCOC1=C(C=C2C(=C1)C(=NC=N2)NC3=CC=CC(=C3)C#C)OCCOC.Cl. Cell line: MALME-3M. Synergy scores: CSS=40.5, Synergy_ZIP=1.87, Synergy_Bliss=5.47, Synergy_Loewe=2.30, Synergy_HSA=6.54.